Task: Regression. Given two drug SMILES strings and cell line genomic features, predict the synergy score measuring deviation from expected non-interaction effect.. Dataset: NCI-60 drug combinations with 297,098 pairs across 59 cell lines (1) Drug 1: C1=C(C(=O)NC(=O)N1)F. Drug 2: CN(CC1=CN=C2C(=N1)C(=NC(=N2)N)N)C3=CC=C(C=C3)C(=O)NC(CCC(=O)O)C(=O)O. Cell line: DU-145. Synergy scores: CSS=35.9, Synergy_ZIP=-10.9, Synergy_Bliss=-15.6, Synergy_Loewe=-8.55, Synergy_HSA=-6.98. (2) Drug 1: C1=CC(=CC=C1CCC2=CNC3=C2C(=O)NC(=N3)N)C(=O)NC(CCC(=O)O)C(=O)O. Drug 2: C1C(C(OC1N2C=NC(=NC2=O)N)CO)O. Cell line: NCI-H522. Synergy scores: CSS=38.2, Synergy_ZIP=-4.41, Synergy_Bliss=-2.11, Synergy_Loewe=-0.405, Synergy_HSA=-0.245. (3) Drug 1: CC1=C(C=C(C=C1)NC2=NC=CC(=N2)N(C)C3=CC4=NN(C(=C4C=C3)C)C)S(=O)(=O)N.Cl. Drug 2: CN(C)C1=NC(=NC(=N1)N(C)C)N(C)C. Cell line: SK-MEL-2. Synergy scores: CSS=-12.2, Synergy_ZIP=2.62, Synergy_Bliss=-6.05, Synergy_Loewe=-10.9, Synergy_HSA=-10.3. (4) Drug 2: C1CC(C1)(C(=O)O)C(=O)O.[NH2-].[NH2-].[Pt+2]. Synergy scores: CSS=25.5, Synergy_ZIP=-11.7, Synergy_Bliss=-9.14, Synergy_Loewe=-8.10, Synergy_HSA=-7.98. Drug 1: CC12CCC3C(C1CCC2=O)CC(=C)C4=CC(=O)C=CC34C. Cell line: UO-31. (5) Drug 1: C1=NC2=C(N1)C(=S)N=C(N2)N. Drug 2: CC1CCCC2(C(O2)CC(NC(=O)CC(C(C(=O)C(C1O)C)(C)C)O)C(=CC3=CSC(=N3)C)C)C. Cell line: HS 578T. Synergy scores: CSS=13.3, Synergy_ZIP=-1.49, Synergy_Bliss=-2.98, Synergy_Loewe=-6.66, Synergy_HSA=-4.31.